Dataset: NCI-60 drug combinations with 297,098 pairs across 59 cell lines. Task: Regression. Given two drug SMILES strings and cell line genomic features, predict the synergy score measuring deviation from expected non-interaction effect. Drug 1: C1CC(=O)NC(=O)C1N2C(=O)C3=CC=CC=C3C2=O. Drug 2: C(CCl)NC(=O)N(CCCl)N=O. Cell line: UACC62. Synergy scores: CSS=11.3, Synergy_ZIP=-11.5, Synergy_Bliss=-17.8, Synergy_Loewe=-15.9, Synergy_HSA=-13.8.